This data is from Catalyst prediction with 721,799 reactions and 888 catalyst types from USPTO. The task is: Predict which catalyst facilitates the given reaction. (1) Reactant: [C:1]([CH2:3][C:4](O)=[O:5])#[N:2].[CH:7]1([CH2:13][NH:14][C:15]([NH:17][CH2:18][CH:19]2[CH2:24][CH2:23][CH2:22][CH2:21][CH2:20]2)=[O:16])[CH2:12][CH2:11][CH2:10][CH2:9][CH2:8]1. Product: [NH2:2][C:1]1[N:14]([CH2:13][CH:7]2[CH2:8][CH2:9][CH2:10][CH2:11][CH2:12]2)[C:15](=[O:16])[N:17]([CH2:18][CH:19]2[CH2:24][CH2:23][CH2:22][CH2:21][CH2:20]2)[C:4](=[O:5])[CH:3]=1. The catalyst class is: 152. (2) Reactant: C(OC(=O)[NH:7][C@@H:8]1[C@@H:13]([OH:14])[C@H:12]([CH2:15][C:16]2[CH:21]=[C:20]([F:22])[C:19]([NH:23][C:24]([O:26][CH2:27][C:28]3[CH:33]=[CH:32][CH:31]=[CH:30][CH:29]=3)=[O:25])=[C:18]([CH2:34][CH2:35][CH2:36][CH3:37])[CH:17]=2)[CH2:11][S:10](=[O:39])(=[O:38])[CH2:9]1)(C)(C)C.[ClH:41]. Product: [ClH:41].[CH2:27]([O:26][C:24](=[O:25])[NH:23][C:19]1[C:20]([F:22])=[CH:21][C:16]([CH2:15][C@H:12]2[C@H:13]([OH:14])[C@@H:8]([NH2:7])[CH2:9][S:10](=[O:38])(=[O:39])[CH2:11]2)=[CH:17][C:18]=1[CH2:34][CH2:35][CH2:36][CH3:37])[C:28]1[CH:29]=[CH:30][CH:31]=[CH:32][CH:33]=1. The catalyst class is: 12. (3) Reactant: [NH2:1][C@H:2](C(O)=O)[CH2:3][C:4]1[C:12]2[C:7](=[CH:8][CH:9]=[CH:10][CH:11]=2)[NH:6][CH:5]=1.[Cl:16][C:17]1[CH:24]=[CH:23][C:22]([N+:25]([O-:27])=[O:26])=[CH:21][C:18]=1[CH:19]=O.[Cr](O[Cr]([O-])(=O)=O)([O-])(=O)=O.[K+].[K+].[O-]S([O-])=O.[Na+].[Na+].[OH-].[Na+]. Product: [Cl:16][C:17]1[CH:24]=[CH:23][C:22]([N+:25]([O-:27])=[O:26])=[CH:21][C:18]=1[C:19]1[C:5]2[NH:6][C:7]3[C:12](=[CH:11][CH:10]=[CH:9][CH:8]=3)[C:4]=2[CH:3]=[CH:2][N:1]=1. The catalyst class is: 86. (4) Reactant: C([O:3][C:4](=[O:32])[CH2:5][N:6]([C:12]1[CH:17]=[C:16]([Cl:18])[C:15]([O:19][C:20]2[CH:25]=[CH:24][C:23]([OH:26])=[C:22]([CH:27]([CH2:29][CH3:30])[CH3:28])[CH:21]=2)=[C:14]([Cl:31])[CH:13]=1)[C:7]([O:9][CH2:10][CH3:11])=[O:8])C.[OH-].[Na+]. Product: [CH:27]([C:22]1[CH:21]=[C:20]([CH:25]=[CH:24][C:23]=1[OH:26])[O:19][C:15]1[C:14]([Cl:31])=[CH:13][C:12]([N:6]([CH2:5][C:4]([OH:32])=[O:3])[C:7]([O:9][CH2:10][CH3:11])=[O:8])=[CH:17][C:16]=1[Cl:18])([CH2:29][CH3:30])[CH3:28]. The catalyst class is: 24. (5) Reactant: [CH3:1][C:2]1([CH3:35])[CH:7]=[C:6]([C:8]2[S:9][C:10]([C:13]3[CH:18]=[C:17]([NH:19][C:20]4[N:25]=[C:24]([C:26]([F:29])([F:28])[F:27])[CH:23]=[CH:22][N:21]=4)[CH:16]=[C:15]([CH3:30])[CH:14]=3)=[CH:11][N:12]=2)[CH2:5][CH2:4][CH:3]1[C:31]([O:33][CH3:34])=[O:32].[H][H]. Product: [CH3:1][C:2]1([CH3:35])[CH2:7][CH:6]([C:8]2[S:9][C:10]([C:13]3[CH:18]=[C:17]([NH:19][C:20]4[N:25]=[C:24]([C:26]([F:28])([F:29])[F:27])[CH:23]=[CH:22][N:21]=4)[CH:16]=[C:15]([CH3:30])[CH:14]=3)=[CH:11][N:12]=2)[CH2:5][CH2:4][CH:3]1[C:31]([O:33][CH3:34])=[O:32]. The catalyst class is: 43. (6) Reactant: Cl[C:2]1[C:3]([C:9]2[CH:14]=[CH:13][C:12]([Cl:15])=[CH:11][CH:10]=2)=[CH:4][C:5]([F:8])=[N:6][CH:7]=1.[Cl:16][C:17]1[CH:22]=[CH:21][CH:20]=[CH:19][C:18]=1B(O)O.[O-]P([O-])([O-])=O.[K+].[K+].[K+].COC1C=CC=C(OC)C=1C1C=CC=CC=1P(C1CCCCC1)C1CCCCC1. Product: [Cl:16][C:17]1[CH:22]=[CH:21][CH:20]=[CH:19][C:18]=1[C:2]1[C:3]([C:9]2[CH:14]=[CH:13][C:12]([Cl:15])=[CH:11][CH:10]=2)=[CH:4][C:5]([F:8])=[N:6][CH:7]=1. The catalyst class is: 110. (7) Reactant: [C:1]([NH:8][C@@H:9]([C:11]([OH:13])=O)[CH3:10])([O:3][C:4]([CH3:7])([CH3:6])[CH3:5])=[O:2].Cl.[NH:15]1[CH2:18][CH:17]([C:19]#[N:20])[CH2:16]1.C1C=CC2N(O)N=NC=2C=1.CN(C(ON1N=NC2C=CC=NC1=2)=[N+](C)C)C.F[P-](F)(F)(F)(F)F.C(N(CC)C(C)C)(C)C. Product: [C:4]([O:3][C:1](=[O:2])[NH:8][C@H:9]([CH3:10])[C:11]([N:15]1[CH2:18][CH:17]([C:19]#[N:20])[CH2:16]1)=[O:13])([CH3:5])([CH3:6])[CH3:7]. The catalyst class is: 3. (8) Reactant: [CH3:1][C:2]1[CH:3]=[C:4]([NH:16][C:17]2[C:18]3[C:19](=[CH:23][N:24]([C:26]4[CH:31]=[CH:30][C:29]([N+:32]([O-])=O)=[CH:28][CH:27]=4)[N:25]=3)[N:20]=[CH:21][N:22]=2)[CH:5]=[CH:6][C:7]=1[O:8][C:9]1[CH:10]=[N:11][C:12]([CH3:15])=[CH:13][CH:14]=1.[Cl-].[Ca+2].[Cl-]. Product: [NH2:32][C:29]1[CH:30]=[CH:31][C:26]([N:24]2[CH:23]=[C:19]3[N:20]=[CH:21][N:22]=[C:17]([NH:16][C:4]4[CH:5]=[CH:6][C:7]([O:8][C:9]5[CH:10]=[N:11][C:12]([CH3:15])=[CH:13][CH:14]=5)=[C:2]([CH3:1])[CH:3]=4)[C:18]3=[N:25]2)=[CH:27][CH:28]=1. The catalyst class is: 40. (9) Reactant: [C:1]([C:5]1[CH:10]=[CH:9][C:8]([C:11]2[C:15](=[O:16])[CH2:14][CH2:13][C:12]=2[C:17]2[CH:22]=[CH:21][C:20]([NH:23][C:24](=[O:30])[O:25][C:26]([CH3:29])([CH3:28])[CH3:27])=[CH:19][CH:18]=2)=[CH:7][CH:6]=1)([CH3:4])([CH3:3])[CH3:2]. Product: [C:1]([C:5]1[CH:6]=[CH:7][C:8]([CH:11]2[CH:15]([OH:16])[CH2:14][CH2:13][CH:12]2[C:17]2[CH:18]=[CH:19][C:20]([NH:23][C:24](=[O:30])[O:25][C:26]([CH3:29])([CH3:28])[CH3:27])=[CH:21][CH:22]=2)=[CH:9][CH:10]=1)([CH3:4])([CH3:2])[CH3:3]. The catalyst class is: 43.